Dataset: Full USPTO retrosynthesis dataset with 1.9M reactions from patents (1976-2016). Task: Predict the reactants needed to synthesize the given product. (1) The reactants are: [CH3:1][O:2][C:3]1[CH:8]=[C:7]([C:9]2[CH2:10][CH2:11][N:12]([CH3:15])[CH2:13][CH:14]=2)[C:6]([N+:16]([O-])=O)=[CH:5][C:4]=1[NH:19][C:20]1[N:25]=[C:24]([C:26]2[CH:27]=[N:28][N:29]3[CH:34]=[CH:33][CH:32]=[CH:31][C:30]=23)[C:23]([CH3:35])=[CH:22][N:21]=1.[NH4+].[Cl-]. Given the product [CH3:1][O:2][C:3]1[CH:8]=[C:7]([C:9]2[CH2:10][CH2:11][N:12]([CH3:15])[CH2:13][CH:14]=2)[C:6]([NH2:16])=[CH:5][C:4]=1[NH:19][C:20]1[N:25]=[C:24]([C:26]2[CH:27]=[N:28][N:29]3[CH:34]=[CH:33][CH:32]=[CH:31][C:30]=23)[C:23]([CH3:35])=[CH:22][N:21]=1, predict the reactants needed to synthesize it. (2) Given the product [CH3:18][C:17]1[CH:19]=[CH:20][C:14]([S:11]([O:10][C@@H:2]2[CH2:1][O:5][C@@H:4]3[C@H:6]([O:9][S:11]([C:14]4[CH:20]=[CH:19][C:27]([CH3:28])=[CH:16][CH:15]=4)(=[O:13])=[O:12])[CH2:7][O:8][C@H:3]23)(=[O:13])=[O:12])=[CH:15][CH:16]=1, predict the reactants needed to synthesize it. The reactants are: [CH2:1]1[O:5][C@@H:4]2[C@H:6]([OH:9])[CH2:7][O:8][C@@H:3]2[C@@H:2]1[OH:10].[S:11](Cl)([C:14]1[CH:20]=[CH:19][C:17]([CH3:18])=[CH:16][CH:15]=1)(=[O:13])=[O:12].C(N([CH2:27][CH3:28])CC)C.C(=O)([O-])[O-].[Na+].[Na+]. (3) Given the product [CH2:24]([C:19]([NH:18][C:15]([C:7]1[CH:6]=[N:5][C:4]([CH:1]2[CH2:2][CH2:3]2)=[C:9]([O:10][CH2:11][CH:12]2[CH2:13][CH2:14]2)[N:8]=1)=[O:17])([C:20](=[O:21])[NH:22][CH3:23])[CH2:26][CH3:27])[CH3:25], predict the reactants needed to synthesize it. The reactants are: [CH:1]1([C:4]2[N:5]=[CH:6][C:7]([C:15]([OH:17])=O)=[N:8][C:9]=2[O:10][CH2:11][CH:12]2[CH2:14][CH2:13]2)[CH2:3][CH2:2]1.[NH2:18][C:19]([CH2:26][CH3:27])([CH2:24][CH3:25])[C:20]([NH:22][CH3:23])=[O:21]. (4) Given the product [OH:28][C:14]([C@@H:10]1[CH2:11][CH2:12][CH2:13][N:8]([C:6]([O:5][C:1]([CH3:4])([CH3:2])[CH3:3])=[O:7])[CH2:9]1)([C:15]1[CH:20]=[CH:19][CH:18]=[CH:17][C:16]=1[O:21][C:22]1[CH:23]=[CH:24][CH:25]=[CH:26][CH:27]=1)[CH2:34][CH2:33][CH2:32][CH2:31][O:30][CH3:29], predict the reactants needed to synthesize it. The reactants are: [C:1]([O:5][C:6]([N:8]1[CH2:13][CH2:12][CH2:11][C@@H:10]([C:14](=[O:28])[C:15]2[CH:20]=[CH:19][CH:18]=[CH:17][C:16]=2[O:21][C:22]2[CH:27]=[CH:26][CH:25]=[CH:24][CH:23]=2)[CH2:9]1)=[O:7])([CH3:4])([CH3:3])[CH3:2].[CH3:29][O:30][CH2:31][CH2:32][CH2:33][CH2:34][Mg]Cl. (5) Given the product [CH3:1][S:2]([C:3]1[CH:8]=[CH:7][CH:6]=[CH:5][C:4]=1[C:9]1[CH:14]=[CH:13][C:12]([N+:15]([O-:17])=[O:16])=[CH:11][CH:10]=1)(=[O:21])=[O:18], predict the reactants needed to synthesize it. The reactants are: [CH3:1][S:2][C:3]1[CH:8]=[CH:7][CH:6]=[CH:5][C:4]=1[C:9]1[CH:14]=[CH:13][C:12]([N+:15]([O-:17])=[O:16])=[CH:11][CH:10]=1.[OH2:18].C(O)(=[O:21])C. (6) Given the product [Cl:13][C:14]1[CH:19]=[CH:18][C:17]([CH:20]=[CH:21][S:22]([NH:1][C:2]2[CH:7]=[CH:6][C:5]([CH3:8])=[CH:4][C:3]=2[S:9]([NH2:12])(=[O:10])=[O:11])(=[O:23])=[O:24])=[C:16]([O:26][CH3:27])[CH:15]=1, predict the reactants needed to synthesize it. The reactants are: [NH2:1][C:2]1[CH:7]=[CH:6][C:5]([CH3:8])=[CH:4][C:3]=1[S:9]([NH2:12])(=[O:11])=[O:10].[Cl:13][C:14]1[CH:19]=[CH:18][C:17](/[CH:20]=[CH:21]/[S:22](Cl)(=[O:24])=[O:23])=[C:16]([O:26][CH3:27])[CH:15]=1. (7) Given the product [CH2:1]([O:3][C:4]([C@@H:5]1[C@H:22]([C:21]2[CH:28]=[CH:29][CH:30]=[CH:31][C:20]=2[F:19])[C@H:6]1[C:7]1[CH:12]=[C:11]([CH:13]2[CH2:14][CH2:15]2)[N:10]=[C:9]([Cl:16])[CH:8]=1)=[O:17])[CH3:2], predict the reactants needed to synthesize it. The reactants are: [CH2:1]([O:3][C:4](=[O:17])/[CH:5]=[CH:6]/[C:7]1[CH:12]=[C:11]([CH:13]2[CH2:15][CH2:14]2)[N:10]=[C:9]([Cl:16])[CH:8]=1)[CH3:2].[Br-].[F:19][C:20]1[CH:31]=[CH:30][CH:29]=[CH:28][C:21]=1[CH2:22][S+]1CCCC1.